Dataset: hERG potassium channel inhibition data for cardiac toxicity prediction from Karim et al.. Task: Regression/Classification. Given a drug SMILES string, predict its toxicity properties. Task type varies by dataset: regression for continuous values (e.g., LD50, hERG inhibition percentage) or binary classification for toxic/non-toxic outcomes (e.g., AMES mutagenicity, cardiotoxicity, hepatotoxicity). Dataset: herg_karim. (1) The drug is CS(=O)(=O)N(C[C@@H](C(=O)NO)N1CCOCC1)c1ccc(Oc2ccc(C(F)(F)F)cc2)cc1. The result is 1 (blocker). (2) The result is 1 (blocker). The drug is Cc1cc(F)ccc1C1CCN(C[C@@H]2Cc3c(Cl)ccc(O)c3CN2)CC1. (3) The compound is O=C(c1ccccc1C(F)(F)F)N(CC1CCCC1)C1CCNC1. The result is 0 (non-blocker). (4) The result is 1 (blocker). The drug is O=C(Cc1ccc(Cl)cc1)N[C@H](Cc1ccc(Cl)cc1)C(=O)N[C@@H]1C[C@@H]2CC[C@H](C1)N2. (5) The molecule is COc1cc(Oc2ccncc2CN(C)C)ccc1SC. The result is 1 (blocker). (6) The compound is Cn1c(SCCCN2CC[C@]3(C[C@@H]3c3ccc(C(F)(F)F)cc3)C2)nnc1-c1nccs1. The result is 1 (blocker).